Dataset: Forward reaction prediction with 1.9M reactions from USPTO patents (1976-2016). Task: Predict the product of the given reaction. (1) Given the reactants [NH2:1][C:2]1[CH:3]=[C:4]2[C:8](=[CH:9][CH:10]=1)[NH:7][N:6]=[C:5]2[C:11]([O:13][CH3:14])=[O:12].[CH3:15][C:16]1[CH:17]=[CH:18][C:19](S(O)(=O)=O)=[CH:20][CH:21]=1.[CH3:26][N:27]([CH:29]=[O:30])C, predict the reaction product. The product is: [NH2:6][C:5]1[C:17]2[C:16](=[CH:21][CH:20]=[CH:19][CH:18]=2)[C:15]([O:30][C:29]2[CH:10]=[CH:2][N:1]=[C:26]([NH:1][C:2]3[CH:3]=[C:4]4[C:8](=[CH:9][CH:10]=3)[NH:7][N:6]=[C:5]4[C:11]([O:13][CH3:14])=[O:12])[N:27]=2)=[CH:3][CH:4]=1. (2) Given the reactants CO[CH:3](OC)[CH2:4][NH2:5].[CH3:8][O:9][C:10]1[CH:11]=[C:12]([CH:15]=[CH:16][CH:17]=1)[CH:13]=O.FC(F)(F)C(OC(=O)C(F)(F)F)=O.B(F)(F)F.CCOCC.Cl, predict the reaction product. The product is: [CH3:8][O:9][C:10]1[CH:11]=[C:12]2[C:15]([CH:3]=[CH:4][N:5]=[CH:13]2)=[CH:16][CH:17]=1.